From a dataset of Peptide-MHC class II binding affinity with 134,281 pairs from IEDB. Regression. Given a peptide amino acid sequence and an MHC pseudo amino acid sequence, predict their binding affinity value. This is MHC class II binding data. (1) The peptide sequence is CGRRHSVRIRVRSGG. The MHC is HLA-DPA10301-DPB10402 with pseudo-sequence HLA-DPA10301-DPB10402. The binding affinity (normalized) is 0.0851. (2) The binding affinity (normalized) is 0.260. The peptide sequence is EKKYFAACQFEPLAA. The MHC is HLA-DQA10401-DQB10402 with pseudo-sequence HLA-DQA10401-DQB10402.